This data is from Forward reaction prediction with 1.9M reactions from USPTO patents (1976-2016). The task is: Predict the product of the given reaction. (1) Given the reactants [C:1]([P:5](Cl)[C:6]([CH3:9])([CH3:8])[CH3:7])([CH3:4])([CH3:3])[CH3:2].O1CC[CH2:13][CH2:12]1.C([Mg]Cl)C.S(=O)(=O)(O)O, predict the reaction product. The product is: [C:1]([P:5]([C:6]([CH3:9])([CH3:8])[CH3:7])[CH2:12][CH3:13])([CH3:4])([CH3:3])[CH3:2]. (2) Given the reactants C([NH:5][C:6]1[C:11]([C:12]2[N:16]([C:17]3[CH:22]=[CH:21][CH:20]=[C:19]([F:23])[C:18]=3[F:24])[N:15]=[N:14][N:13]=2)=[CH:10][CH:9]=[CH:8][N:7]=1)(C)(C)C.Cl.[OH-].[Na+], predict the reaction product. The product is: [F:24][C:18]1[C:19]([F:23])=[CH:20][CH:21]=[CH:22][C:17]=1[N:16]1[C:12]([C:11]2[C:6]([NH2:5])=[N:7][CH:8]=[CH:9][CH:10]=2)=[N:13][N:14]=[N:15]1. (3) Given the reactants CN(C(ON1N=NC2C=CC=CC1=2)=[N+](C)C)C.F[P-](F)(F)(F)(F)F.[CH:25]1([CH2:28][N:29]2[CH2:34][CH2:33][CH:32]([C:35]([OH:37])=O)[CH2:31][CH2:30]2)[CH2:27][CH2:26]1.Cl.[NH2:39][CH2:40][C:41]1[CH:46]=[CH:45][C:44]([C:47]([N:49]2[CH2:58][C:57]3[CH:56]=[N:55][N:54]([CH3:59])[C:53]=3[NH:52][C:51]3[CH:60]=[CH:61][CH:62]=[CH:63][C:50]2=3)=[O:48])=[C:43]([F:64])[CH:42]=1, predict the reaction product. The product is: [F:64][C:43]1[CH:42]=[C:41]([CH:46]=[CH:45][C:44]=1[C:47]([N:49]1[CH2:58][C:57]2[CH:56]=[N:55][N:54]([CH3:59])[C:53]=2[NH:52][C:51]2[CH:60]=[CH:61][CH:62]=[CH:63][C:50]1=2)=[O:48])[CH2:40][NH:39][C:35]([CH:32]1[CH2:31][CH2:30][N:29]([CH2:28][CH:25]2[CH2:26][CH2:27]2)[CH2:34][CH2:33]1)=[O:37]. (4) Given the reactants [C:1]([C:4]1[CH:5]=[C:6]([CH:9]=[CH:10][CH:11]=1)[CH2:7]Br)(=[O:3])[CH3:2].[Na].[C:13]([O:19][CH2:20][CH3:21])(=[O:18])[CH2:14][C:15]([CH3:17])=[O:16], predict the reaction product. The product is: [C:1]([C:4]1[CH:5]=[C:6]([CH:9]=[CH:10][CH:11]=1)[CH2:7][CH:14]([C:15](=[O:16])[CH3:17])[C:13]([O:19][CH2:20][CH3:21])=[O:18])(=[O:3])[CH3:2]. (5) Given the reactants [CH3:1][C:2]1[S:3][C:4]([C:8]2[CH:17]=[CH:16][C:15]3[C:10](=[CH:11][CH:12]=[C:13](B(O)O)[CH:14]=3)[N:9]=2)=[C:5]([CH3:7])[N:6]=1.[CH3:21][O:22][C:23]([C:25]1[CH:33]=[C:32]2[C:28]([C:29]([CH:43]3[CH2:48][CH2:47][CH2:46][CH2:45][CH2:44]3)=[C:30](Br)[N:31]2[CH2:34][C:35]([O:37][C:38]([CH3:41])([CH3:40])[CH3:39])=[O:36])=[CH:27][CH:26]=1)=[O:24].COC(C1C=C2C(C(C3CCCCC3)=C(C3C=CC([N+]([O-])=O)=C(C(OC)OC)C=3)N2CC(N2CCOCC2)=O)=CC=1)=O, predict the reaction product. The product is: [CH3:21][O:22][C:23]([C:25]1[CH:33]=[C:32]2[C:28]([C:29]([CH:43]3[CH2:48][CH2:47][CH2:46][CH2:45][CH2:44]3)=[C:30]([C:13]3[CH:14]=[C:15]4[C:10](=[CH:11][CH:12]=3)[N:9]=[C:8]([C:4]3[S:3][C:2]([CH3:1])=[N:6][C:5]=3[CH3:7])[CH:17]=[CH:16]4)[N:31]2[CH2:34][C:35]([O:37][C:38]([CH3:41])([CH3:39])[CH3:40])=[O:36])=[CH:27][CH:26]=1)=[O:24].